This data is from Reaction yield outcomes from USPTO patents with 853,638 reactions. The task is: Predict the reaction yield, written as a fraction of the theoretical maximum amount of product (1.0 means a 100% yield; for example, 0.34 means a 34% yield). (1) The reactants are [Cl:1][C:2]1[CH:3]=[CH:4][C:5]([CH:23]=O)=[C:6]([N:8]2[CH2:12][CH:11]3[CH2:13][N:14]([C:16]([O:18][C:19]([CH3:22])([CH3:21])[CH3:20])=[O:17])[CH2:15][CH:10]3[CH2:9]2)[CH:7]=1.Cl.[N:26]1([C:32]([O:34][CH:35]([C:40]([F:43])([F:42])[F:41])[C:36]([F:39])([F:38])[F:37])=[O:33])[CH2:31][CH2:30][NH:29][CH2:28][CH2:27]1.[BH-](OC(C)=O)(OC(C)=O)OC(C)=O.[Na+]. The catalyst is ClCCCl. The product is [Cl:1][C:2]1[CH:3]=[CH:4][C:5]([CH2:23][N:29]2[CH2:30][CH2:31][N:26]([C:32]([O:34][CH:35]([C:36]([F:37])([F:38])[F:39])[C:40]([F:41])([F:43])[F:42])=[O:33])[CH2:27][CH2:28]2)=[C:6]([N:8]2[CH2:12][CH:11]3[CH2:13][N:14]([C:16]([O:18][C:19]([CH3:21])([CH3:20])[CH3:22])=[O:17])[CH2:15][CH:10]3[CH2:9]2)[CH:7]=1. The yield is 0.650. (2) The reactants are [OH-].[K+].[Br:3][C:4]1[CH:22]=[CH:21][C:7]([C:8]([NH:10][C:11]2[CH:20]=[CH:19][C:14]([C:15]([O:17]C)=[O:16])=[CH:13][N:12]=2)=[O:9])=[CH:6][N:5]=1. The catalyst is CO.O. The product is [Br:3][C:4]1[CH:22]=[CH:21][C:7]([C:8]([NH:10][C:11]2[CH:20]=[CH:19][C:14]([C:15]([OH:17])=[O:16])=[CH:13][N:12]=2)=[O:9])=[CH:6][N:5]=1. The yield is 0.370. (3) The reactants are [CH3:1][N:2]([CH3:11])[C:3]([C@@H:5]1[CH2:10][CH2:9][CH2:8][NH:7][CH2:6]1)=[O:4].C(N(CC)CC)C.Cl[C:20]1[N:25]=[C:24]([NH2:26])[C:23]([N+:27]([O-:29])=[O:28])=[CH:22][CH:21]=1.O. The catalyst is CS(C)=O. The product is [NH2:26][C:24]1[N:25]=[C:20]([N:7]2[CH2:8][CH2:9][CH2:10][C@@H:5]([C:3]([N:2]([CH3:11])[CH3:1])=[O:4])[CH2:6]2)[CH:21]=[CH:22][C:23]=1[N+:27]([O-:29])=[O:28]. The yield is 0.720. (4) The reactants are Br[C:2]1[CH:7]=[CH:6][CH:5]=[C:4]([CH2:8][F:9])[N:3]=1.[CH2:10]([N:14]1[CH:22]=[C:21]2[C:16]([CH:17]=[CH:18][CH:19]=[C:20]2[F:23])=[N:15]1)[CH2:11][C:12]#[CH:13]. No catalyst specified. The product is [F:23][C:20]1[C:21]2[C:16]([CH:17]=[CH:18][CH:19]=1)=[N:15][N:14]([CH2:10][CH2:11][C:12]#[C:13][C:2]1[CH:7]=[CH:6][CH:5]=[C:4]([CH2:8][F:9])[N:3]=1)[CH:22]=2. The yield is 0.360.